Dataset: Reaction yield outcomes from USPTO patents with 853,638 reactions. Task: Predict the reaction yield, written as a fraction of the theoretical maximum amount of product (1.0 means a 100% yield; for example, 0.34 means a 34% yield). (1) The reactants are [Br:1][C:2]1[CH:3]=[C:4]([C:9]([OH:11])=[O:10])[S:5][C:6]=1[CH2:7][CH3:8].S(=O)(=O)(O)O.O.[CH3:18]O. No catalyst specified. The product is [Br:1][C:2]1[CH:3]=[C:4]([C:9]([O:11][CH3:18])=[O:10])[S:5][C:6]=1[CH2:7][CH3:8]. The yield is 1.00. (2) The reactants are [C:1](=[O:26])([O:7][C:8]1[N:12]([C:13]2[CH:18]=[CH:17][CH:16]=[CH:15][N:14]=2)[N:11]=[C:10]([C:19]2[CH:24]=[CH:23][C:22](I)=[CH:21][CH:20]=2)[CH:9]=1)[O:2][C:3]([CH3:6])([CH3:5])[CH3:4].[CH3:27][O:28][C:29]1[CH:34]=[CH:33][C:32](B(O)O)=[CH:31][CH:30]=1.C1(B(O)O)C=CC=CC=1. No catalyst specified. The product is [C:1](=[O:26])([O:7][C:8]1[N:12]([C:13]2[CH:18]=[CH:17][CH:16]=[CH:15][N:14]=2)[N:11]=[C:10]([C:19]2[CH:24]=[CH:23][C:22]([C:32]3[CH:33]=[CH:34][C:29]([O:28][CH3:27])=[CH:30][CH:31]=3)=[CH:21][CH:20]=2)[CH:9]=1)[O:2][C:3]([CH3:6])([CH3:5])[CH3:4]. The yield is 0.980. (3) The yield is 0.530. The reactants are [N+:1]([C:4]1[CH:8]=[N:7][NH:6][N:5]=1)([O-:3])=[O:2].[H-].[Na+].[CH2:11](I)[CH3:12].C(=O)(O)[O-].[Na+]. The catalyst is CN(C)C=O. The product is [CH2:11]([N:6]1[N:5]=[C:4]([N+:1]([O-:3])=[O:2])[CH:8]=[N:7]1)[CH3:12].